Dataset: Catalyst prediction with 721,799 reactions and 888 catalyst types from USPTO. Task: Predict which catalyst facilitates the given reaction. (1) Reactant: [CH2:1]([O:3][C:4]([C:6]1[CH:11]=[CH:10][C:9]([C:12]2[C:17]([Cl:18])=[CH:16][CH:15]=[C:14]([C:19]([OH:21])=O)[CH:13]=2)=[CH:8][CH:7]=1)=[O:5])[CH3:2].[F:22][C:23]1[CH:24]=C(N)[CH:26]=[CH:27][C:28]=1[N:29]1CCOCC1.CCN=C=NCCCN(C)C.C1C=CC2N(O)N=NC=2C=1.[CH3:57][N:58]1[CH2:63][CH2:62][O:61][CH2:60][CH2:59]1. Product: [CH2:1]([O:3][C:4]([C:6]1[CH:7]=[CH:8][C:9]([C:12]2[CH:13]=[C:14]([C:19](=[O:21])[NH:29][C:28]3[CH:27]=[CH:26][C:57]([N:58]4[CH2:63][CH2:62][O:61][CH2:60][CH2:59]4)=[CH:24][C:23]=3[F:22])[CH:15]=[CH:16][C:17]=2[Cl:18])=[CH:10][CH:11]=1)=[O:5])[CH3:2]. The catalyst class is: 18. (2) Reactant: [F:1][C:2]1[CH:3]=[C:4]([CH:6]=[CH:7][C:8]=1[I:9])[NH2:5].[C:10]([O-])(O)=[O:11].[Na+].ClC(Cl)(OC(=O)OC(Cl)(Cl)Cl)Cl.C(Cl)(Cl)=O. Product: [F:1][C:2]1[CH:3]=[C:4]([N:5]=[C:10]=[O:11])[CH:6]=[CH:7][C:8]=1[I:9]. The catalyst class is: 2.